Dataset: Full USPTO retrosynthesis dataset with 1.9M reactions from patents (1976-2016). Task: Predict the reactants needed to synthesize the given product. (1) Given the product [F:1][C:2]1[CH:7]=[CH:6][C:5]([O:8][CH2:16][C:17](=[O:19])[CH3:18])=[CH:4][CH:3]=1, predict the reactants needed to synthesize it. The reactants are: [F:1][C:2]1[CH:7]=[CH:6][C:5]([OH:8])=[CH:4][CH:3]=1.C([O-])([O-])=O.[K+].[K+].Cl[CH2:16][C:17](=[O:19])[CH3:18]. (2) The reactants are: [NH2:1][C:2](=[O:46])[C:3]([CH3:45])([CH3:44])[CH2:4][NH:5][C:6]([C@H:8]([CH:41]([CH3:43])[CH3:42])[CH2:9][C@@H:10]1[O:14][CH2:13][N:12]([C:15]([O:17][CH:18](Cl)[CH3:19])=[O:16])[C@H:11]1[CH2:21][C@H:22]([CH2:26][C:27]1[CH:32]=[CH:31][C:30]([O:33][CH3:34])=[C:29]([O:35][CH2:36][CH2:37][CH2:38][O:39][CH3:40])[CH:28]=1)[CH:23]([CH3:25])[CH3:24])=[O:7].C(=O)([O-])[O-].[Cs+].[Cs+].[OH:53][C:54]1[CH:55]=[N:56][CH:57]=[CH:58][CH:59]=1.C(O)(=O)CC(CC(O)=O)(C(O)=O)O. Given the product [NH2:1][C:2](=[O:46])[C:3]([CH3:45])([CH3:44])[CH2:4][NH:5][C:6]([C@H:8]([CH:41]([CH3:43])[CH3:42])[CH2:9][C@@H:10]1[O:14][CH2:13][N:12]([C:15]([O:17][CH:18]([O:53][C:54]2[CH:55]=[N:56][CH:57]=[CH:58][CH:59]=2)[CH3:19])=[O:16])[C@H:11]1[CH2:21][C@H:22]([CH2:26][C:27]1[CH:32]=[CH:31][C:30]([O:33][CH3:34])=[C:29]([O:35][CH2:36][CH2:37][CH2:38][O:39][CH3:40])[CH:28]=1)[CH:23]([CH3:25])[CH3:24])=[O:7], predict the reactants needed to synthesize it. (3) Given the product [F:24][C:9]1[C:10]2[O:14][N:13]=[C:12]([C:15]([O:17][CH2:18][CH3:19])=[O:16])[C:11]=2[CH:20]=[C:21]2[C:8]=1[N:6]1[CH2:5][C@@H:4]([CH3:25])[O:3][C@@H:2]([CH3:1])[C@@H:7]1[C:32]1([C:30](=[O:31])[NH:29][C:27](=[O:28])[NH:26][C:33]1=[O:34])[CH2:22]2, predict the reactants needed to synthesize it. The reactants are: [CH3:1][C@@H:2]1[CH2:7][N:6]([C:8]2[C:21]([CH:22]=O)=[CH:20][C:11]3[C:12]([C:15]([O:17][CH2:18][CH3:19])=[O:16])=[N:13][O:14][C:10]=3[C:9]=2[F:24])[CH2:5][C@H:4]([CH3:25])[O:3]1.[NH:26]1[C:33](=[O:34])[CH2:32][C:30](=[O:31])[NH:29][C:27]1=[O:28]. (4) Given the product [CH3:1][O:2][C:3]1[N:4]=[CH:5][C:6]([NH2:15])=[CH:7][C:8]=1[C:9]1[CH:10]=[CH:11][CH:12]=[CH:13][CH:14]=1, predict the reactants needed to synthesize it. The reactants are: [CH3:1][O:2][C:3]1[C:8]([C:9]2[CH:14]=[CH:13][CH:12]=[CH:11][CH:10]=2)=[CH:7][C:6]([N+:15]([O-])=O)=[CH:5][N:4]=1. (5) Given the product [Br:1][C:2]1[C:3]([F:11])=[C:4]([NH2:8])[CH:5]=[CH:6][CH:7]=1, predict the reactants needed to synthesize it. The reactants are: [Br:1][C:2]1[CH:7]=[CH:6][CH:5]=[C:4]([N+:8]([O-])=O)[C:3]=1[F:11].CC(O)=O.CCO.[OH-].[Na+]. (6) Given the product [N:14]1[C:15]2[C:20](=[CH:19][CH:18]=[CH:17][CH:16]=2)[CH:21]=[CH:22][C:13]=1[CH2:12][CH2:11][CH2:10][OH:9], predict the reactants needed to synthesize it. The reactants are: [H-].[H-].[H-].[H-].[Li+].[Al+3].C([O:9][C:10](=O)/[CH:11]=[CH:12]/[C:13]1[CH:22]=[CH:21][C:20]2[C:15](=[CH:16][CH:17]=[CH:18][CH:19]=2)[N:14]=1)C.O. (7) The reactants are: [O:1]1[CH2:3][CH:2]1[C:4]1[CH:5]=[CH:6][C:7]2[C:8]3[CH2:17][CH2:16][CH2:15][C:9]=3[C:10](=[O:14])[NH:11][C:12]=2[CH:13]=1.[Mg].C(O)(=O)C.Cl. Given the product [OH:1][CH2:3][CH2:2][C:4]1[CH:5]=[CH:6][C:7]2[CH:8]3[CH2:17][CH2:16][CH2:15][CH:9]3[C:10](=[O:14])[NH:11][C:12]=2[CH:13]=1, predict the reactants needed to synthesize it.